The task is: Regression/Classification. Given a drug SMILES string, predict its absorption, distribution, metabolism, or excretion properties. Task type varies by dataset: regression for continuous measurements (e.g., permeability, clearance, half-life) or binary classification for categorical outcomes (e.g., BBB penetration, CYP inhibition). For this dataset (vdss_lombardo), we predict log10(VDss) (log10 of volume of distribution in L/kg).. This data is from Volume of distribution at steady state (VDss) regression data from Lombardo et al.. (1) The compound is O=C([O-])CCCc1ccc(N(CCCl)CCCl)cc1. The log10(VDss) is -0.590. (2) The compound is CC(=O)N[C@H]1[C@H](O[C@@H]2c3ccc(c(Cl)c3)Oc3cc4cc(c3O[C@@H]3O[C@H](CO)[C@@H](O)[C@H](O)[C@H]3NC(=O)CCCCCCCC(C)C)Oc3ccc(cc3Cl)C[C@H]3NC(=O)[C@H](N)c5ccc(O)c(c5)Oc5cc(O)cc(c5)[C@H](NC3=O)C(=O)N[C@H]4C(=O)N[C@H]3C(=O)N[C@@H]2C(=O)N[C@H](C(=O)[O-])c2cc(O)cc(O[C@H]4O[C@H](CO)[C@@H](O)[C@H](O)[C@@H]4O)c2-c2cc3ccc2O)O[C@H](CO)[C@@H](O)[C@@H]1O. The log10(VDss) is -0.380.